From a dataset of Forward reaction prediction with 1.9M reactions from USPTO patents (1976-2016). Predict the product of the given reaction. (1) Given the reactants [Cl:1][C:2]1[CH:3]=[CH:4][C:5]([CH3:10])=[C:6]([O:8][CH3:9])[CH:7]=1.ClC(Cl)(Cl)C(=N)O[CH2:15][N:16]1[C:24](=[O:25])[C:23]2[C:18](=[CH:19][CH:20]=[CH:21][CH:22]=2)[C:17]1=[O:26].FC(F)(F)S(O[Si](C)(C)C)(=O)=O, predict the reaction product. The product is: [Cl:1][C:2]1[CH:7]=[C:6]([O:8][CH3:9])[C:5]([CH3:10])=[CH:4][C:3]=1[CH2:15][N:16]1[C:24](=[O:25])[C:23]2[C:18](=[CH:19][CH:20]=[CH:21][CH:22]=2)[C:17]1=[O:26]. (2) Given the reactants C(OC([C@@:8]12[CH:15]=[CH:14][CH2:13][C@@H:12]1[CH2:11][N:10]([C:16]([O:18][CH2:19][C:20]1[CH:25]=[CH:24][CH:23]=[CH:22][CH:21]=1)=[O:17])[CH2:9]2)=O)(C)(C)C.FC(F)(F)C(O)=O.C([N:35](CC)CC)C.C1(P(N=[N+]=[N-])(C2C=CC=CC=2)=O)C=CC=CC=1.[C:57](O[C:57]([O:59][C:60]([CH3:63])([CH3:62])[CH3:61])=[O:58])([O:59][C:60]([CH3:63])([CH3:62])[CH3:61])=[O:58], predict the reaction product. The product is: [CH2:19]([O:18][C:16]([N:10]1[CH2:11][C@@H:12]2[C@@:8]([NH:35][C:57]([O:59][C:60]([CH3:63])([CH3:62])[CH3:61])=[O:58])([CH:15]=[CH:14][CH2:13]2)[CH2:9]1)=[O:17])[C:20]1[CH:21]=[CH:22][CH:23]=[CH:24][CH:25]=1. (3) Given the reactants Br[C:2]1[N:10]([CH2:11][CH2:12][C:13]2[CH:18]=[CH:17][C:16]([Cl:19])=[CH:15][CH:14]=2)[C:9]2[C:8](=[O:20])[N:7]([CH3:21])[C:6](=[O:22])[N:5]([CH3:23])[C:4]=2[N:3]=1.[O:24]1[CH2:29][CH2:28][N:27]([CH2:30][C:31]2[CH:32]=[C:33]([OH:37])[CH:34]=[CH:35][CH:36]=2)[CH2:26][CH2:25]1.C(=O)([O-])[O-].[K+].[K+], predict the reaction product. The product is: [Cl:19][C:16]1[CH:17]=[CH:18][C:13]([CH2:12][CH2:11][N:10]2[C:9]3[C:8](=[O:20])[N:7]([CH3:21])[C:6](=[O:22])[N:5]([CH3:23])[C:4]=3[N:3]=[C:2]2[O:37][C:33]2[CH:34]=[CH:35][CH:36]=[C:31]([CH2:30][N:27]3[CH2:26][CH2:25][O:24][CH2:29][CH2:28]3)[CH:32]=2)=[CH:14][CH:15]=1. (4) Given the reactants [CH3:1][C:2]([S:5]([NH2:7])=[O:6])([CH3:4])[CH3:3].O=[C:9]1[CH2:12][N:11]([C:13]([O:15][C:16]([CH3:19])([CH3:18])[CH3:17])=[O:14])[CH2:10]1.C([O-])(O)=O.[Na+], predict the reaction product. The product is: [C:2]([S:5]([N:7]=[C:9]1[CH2:10][N:11]([C:13]([O:15][C:16]([CH3:19])([CH3:18])[CH3:17])=[O:14])[CH2:12]1)=[O:6])([CH3:4])([CH3:3])[CH3:1]. (5) Given the reactants O.[C:2]1(C)C=CC(S(O)(=O)=O)=CC=1.[F:13][C:14]([F:22])([C:18]([OH:21])([CH3:20])[CH3:19])[C:15]([OH:17])=[O:16].C(=O)([O-])O.[Na+], predict the reaction product. The product is: [F:13][C:14]([F:22])([C:18]([OH:21])([CH3:20])[CH3:19])[C:15]([O:17][CH3:2])=[O:16]. (6) The product is: [CH3:1][C:2]1[N:7]=[CH:6][C:5]([CH2:8][OH:9])=[CH:4][N:3]=1. Given the reactants [CH3:1][C:2]1[N:7]=[CH:6][C:5]([CH:8]=[O:9])=[CH:4][N:3]=1.[BH4-].[Na+].O, predict the reaction product. (7) Given the reactants [CH3:1][C:2]([CH2:20][CH:21]=[CH2:22])([C:6]1[CH:11]=[C:10]([C:12]([F:15])([F:14])[F:13])[CH:9]=[C:8]([C:16]([F:19])([F:18])[F:17])[CH:7]=1)[C:3]([OH:5])=O.Cl.[O:24]=[C:25]1[CH2:30][CH2:29][C:28]([NH2:37])([C:31]2[CH:36]=[CH:35][CH:34]=[CH:33][CH:32]=2)[CH2:27][CH2:26]1, predict the reaction product. The product is: [O:24]=[C:25]1[CH2:26][CH2:27][C:28]([NH:37][C:3](=[O:5])[C:2]([CH3:1])([CH2:20][CH:21]=[CH2:22])[C:6]2[CH:7]=[C:8]([C:16]([F:17])([F:18])[F:19])[CH:9]=[C:10]([C:12]([F:14])([F:15])[F:13])[CH:11]=2)([C:31]2[CH:36]=[CH:35][CH:34]=[CH:33][CH:32]=2)[CH2:29][CH2:30]1. (8) Given the reactants [C:1](Cl)(=[O:8])[C:2]1[CH:7]=[CH:6][CH:5]=[CH:4][CH:3]=1.[CH2:10]([O:17][C:18]1[CH:19]=[C:20]2[C:25](=[CH:26][CH:27]=1)[CH:24]([C:28]1[CH:33]=[CH:32][C:31]([O:34][CH2:35][CH2:36][N:37]3[CH2:41][CH2:40][CH2:39][CH2:38]3)=[CH:30][CH:29]=1)[NH:23][CH2:22][CH2:21]2)[C:11]1[CH:16]=[CH:15][CH:14]=[CH:13][CH:12]=1.CCN(CC)CC, predict the reaction product. The product is: [CH2:10]([O:17][C:18]1[CH:19]=[C:20]2[C:25](=[CH:26][CH:27]=1)[CH:24]([C:28]1[CH:33]=[CH:32][C:31]([O:34][CH2:35][CH2:36][N:37]3[CH2:41][CH2:40][CH2:39][CH2:38]3)=[CH:30][CH:29]=1)[N:23]([C:1]([C:2]1[CH:7]=[CH:6][CH:5]=[CH:4][CH:3]=1)=[O:8])[CH2:22][CH2:21]2)[C:11]1[CH:12]=[CH:13][CH:14]=[CH:15][CH:16]=1.